Dataset: Catalyst prediction with 721,799 reactions and 888 catalyst types from USPTO. Task: Predict which catalyst facilitates the given reaction. (1) Reactant: [NH4+].[OH-].S[C:4]1[N:5]=[C:6]([OH:14])[C:7]2[C@H:12]([CH3:13])[CH2:11][CH2:10][C:8]=2[N:9]=1. Product: [CH3:13][C@H:12]1[C:7]2[C:6]([OH:14])=[N:5][CH:4]=[N:9][C:8]=2[CH2:10][CH2:11]1. The catalyst class is: 769. (2) Reactant: [Cl:1][C:2]1[C:3]([F:31])=[C:4]([CH:8]2[C:12]([C:15]3[CH:20]=[CH:19][C:18]([Cl:21])=[CH:17][C:16]=3[F:22])([C:13]#[N:14])[CH:11]([CH2:23][C:24]([CH3:27])([CH3:26])[CH3:25])[NH:10][CH:9]2[C:28](O)=[O:29])[CH:5]=[CH:6][CH:7]=1.[NH2:32][C:33]1[CH:37]=[CH:36][S:35][C:34]=1[C:38]([NH2:40])=[O:39].CN(C(ON1N=NC2C=CC=NC1=2)=[N+](C)C)C.F[P-](F)(F)(F)(F)F.CCN(C(C)C)C(C)C. Product: [C:38]([C:34]1[S:35][CH:36]=[CH:37][C:33]=1[NH:32][C:28]([CH:9]1[CH:8]([C:4]2[CH:5]=[CH:6][CH:7]=[C:2]([Cl:1])[C:3]=2[F:31])[C:12]([C:15]2[CH:20]=[CH:19][C:18]([Cl:21])=[CH:17][C:16]=2[F:22])([C:13]#[N:14])[CH:11]([CH2:23][C:24]([CH3:27])([CH3:25])[CH3:26])[NH:10]1)=[O:29])(=[O:39])[NH2:40]. The catalyst class is: 2. (3) Reactant: C[O:2][C:3](=[O:32])[CH2:4][S:5][CH2:6][C:7]1[CH:12]=[CH:11][CH:10]=[C:9]([S:13]([N:16]2[CH2:21][CH2:20][N:19]([C:22]3[CH:27]=[CH:26][C:25]([C:28]([F:31])([F:30])[F:29])=[CH:24][CH:23]=3)[CH2:18][CH2:17]2)(=[O:15])=[O:14])[CH:8]=1.BrCC1C=C(S(N2CCN(C3C=CC(C(F)(F)F)=CC=3)CC2)(=O)=O)C=CC=1.COC(=O)CS.CCN(CC)CC. Product: [F:30][C:28]([F:29])([F:31])[C:25]1[CH:26]=[CH:27][C:22]([N:19]2[CH2:18][CH2:17][N:16]([S:13]([C:9]3[CH:8]=[C:7]([CH:12]=[CH:11][CH:10]=3)[CH2:6][S:5][CH2:4][C:3]([OH:32])=[O:2])(=[O:15])=[O:14])[CH2:21][CH2:20]2)=[CH:23][CH:24]=1. The catalyst class is: 56. (4) The catalyst class is: 82. Reactant: [CH2:1]([C:3]1[CH:11]=[CH:10][C:6]([C:7]([OH:9])=[O:8])=[CH:5][CH:4]=1)[CH3:2].[N+:12]([O-])([OH:14])=[O:13].O. Product: [CH2:1]([C:3]1[CH:11]=[CH:10][C:6]([C:7]([OH:9])=[O:8])=[CH:5][C:4]=1[N+:12]([O-:14])=[O:13])[CH3:2]. (5) Reactant: CO[C:3](=[O:27])[CH2:4][O:5][C:6]1[CH:11]=[CH:10][CH:9]=[C:8]([C:12]([C:14]2[CH:15]=[N:16][N:17]([C:20]3[CH:25]=[CH:24][C:23]([F:26])=[CH:22][CH:21]=3)[C:18]=2[NH2:19])=[O:13])[CH:7]=1.[CH3:28][NH:29][CH2:30][CH2:31][OH:32]. Product: [NH2:19][C:18]1[N:17]([C:20]2[CH:25]=[CH:24][C:23]([F:26])=[CH:22][CH:21]=2)[N:16]=[CH:15][C:14]=1[C:12]([C:8]1[CH:7]=[C:6]([CH:11]=[CH:10][CH:9]=1)[O:5][CH2:4][C:3]([N:29]([CH2:30][CH2:31][OH:32])[CH3:28])=[O:27])=[O:13]. The catalyst class is: 3. (6) Reactant: [S:1]1[C:5]2[CH:6]=[CH:7][C:8]([CH2:10][CH2:11][O:12][CH2:13][C:14]([N:16]3[CH2:20][CH2:19][CH:18]([NH:21]C(=O)[O-])[CH2:17]3)=O)=[CH:9][C:4]=2[CH:3]=[CH:2]1.Cl.O.[OH-].[Na+]. Product: [S:1]1[C:5]2[CH:6]=[CH:7][C:8]([CH2:10][CH2:11][O:12][CH2:13][CH2:14][N:16]3[CH2:20][CH2:19][CH:18]([NH2:21])[CH2:17]3)=[CH:9][C:4]=2[CH:3]=[CH:2]1. The catalyst class is: 54. (7) The catalyst class is: 1. Reactant: [CH3:1][O:2][C:3](=[O:14])[C:4]1[CH:9]=[CH:8][C:7]([CH2:10][C:11]#[N:12])=[CH:6][C:5]=1C.Br[CH2:16][CH2:17][O:18][CH2:19][CH2:20]Br.C[Si]([N-][Si](C)(C)C)(C)C.[K+]. Product: [CH3:1][O:2][C:3](=[O:14])[C:4]1[CH:5]=[CH:6][C:7]([C:10]2([C:11]#[N:12])[CH2:20][CH2:19][O:18][CH2:17][CH2:16]2)=[CH:8][CH:9]=1. (8) The catalyst class is: 2. Reactant: [CH3:1][S:2][C:3]1[N:8]=[CH:7][C:6]2=[CH:9][CH:10]=[C:11]([C:12]3[N:13](CCC#N)[CH:14]=[CH:15][CH:16]=3)[N:5]2[N:4]=1.C(O)(C(F)(F)F)=O. Product: [CH3:1][S:2][C:3]1[N:8]=[CH:7][C:6]2=[CH:9][CH:10]=[C:11]([C:12]3[NH:13][CH:14]=[CH:15][CH:16]=3)[N:5]2[N:4]=1. (9) Reactant: [CH2:1]([O:3][C:4](=[O:8])[CH:5](Br)[CH3:6])[CH3:2].[CH2:9]([NH2:16])[C:10]1[CH:15]=[CH:14][CH:13]=[CH:12][CH:11]=1.C(=O)([O-])[O-].[K+].[K+]. Product: [CH2:1]([O:3][C:4](=[O:8])[CH:5]([NH:16][CH2:9][C:10]1[CH:15]=[CH:14][CH:13]=[CH:12][CH:11]=1)[CH3:6])[CH3:2]. The catalyst class is: 210.